From a dataset of Full USPTO retrosynthesis dataset with 1.9M reactions from patents (1976-2016). Predict the reactants needed to synthesize the given product. (1) Given the product [C:1]([C:5]1[CH:10]=[CH:9][C:8]([N:11]([CH3:32])[C:12]([CH:14]2[O:19][C:18]3[CH:20]=[CH:21][CH:22]=[CH:23][C:17]=3[N:16]([C:24]([O:26][CH2:27][CH3:28])=[O:25])[CH2:15]2)=[O:13])=[CH:7][C:6]=1[OH:29])([CH3:4])([CH3:2])[CH3:3], predict the reactants needed to synthesize it. The reactants are: [C:1]([C:5]1[CH:10]=[CH:9][C:8]([NH:11][C:12]([CH:14]2[O:19][C:18]3[CH:20]=[CH:21][CH:22]=[CH:23][C:17]=3[N:16]([C:24]([O:26][CH2:27][CH3:28])=[O:25])[CH2:15]2)=[O:13])=[CH:7][C:6]=1[OH:29])([CH3:4])([CH3:3])[CH3:2].[H-].[Na+].[CH3:32]I. (2) Given the product [C:1]([O:5][CH:13]1[CH2:18][CH2:17][CH2:16][CH2:15][CH2:14]1)(=[O:4])[CH:2]=[CH2:3], predict the reactants needed to synthesize it. The reactants are: [C:1]([OH:5])(=[O:4])[CH:2]=[CH2:3].CS(O)(=O)=O.CO[C:13]1[CH:18]=[CH:17][C:16](O)=[CH:15][CH:14]=1. (3) Given the product [CH3:17][O:2][C:1]([CH2:4][O:5][C:6]1[C:7]([N+:14]([O-:16])=[O:15])=[CH:8][C:9]([CH3:13])=[N+:10]([O-:12])[CH:11]=1)=[O:3], predict the reactants needed to synthesize it. The reactants are: [C:1]([CH2:4][O:5][C:6]1[C:7]([N+:14]([O-:16])=[O:15])=[CH:8][C:9]([CH3:13])=[N+:10]([O-:12])[CH:11]=1)([OH:3])=[O:2].[C:17](=O)([O-])[O-].[K+].[K+].IC. (4) Given the product [N:53]([CH2:56][C@@H:57]1[CH2:66][C:65]2[C:60](=[CH:61][CH:62]=[CH:63][CH:64]=2)[CH2:59][N:58]1[C:10]([C:9]1[CH:13]=[C:14]([C:17](=[O:41])[NH:18][S:19]([C:22]2[CH:31]=[CH:30][C:29]3[C:24](=[C:25]([O:32][CH2:33][CH2:34][N:35]4[CH2:40][CH2:39][O:38][CH2:37][CH2:36]4)[CH:26]=[CH:27][CH:28]=3)[CH:23]=2)(=[O:21])=[O:20])[CH:15]=[CH:16][C:8]=1[N:5]1[C:6]([CH3:7])=[C:2]([Cl:1])[C:3]([C:42]([N:43]([CH2:44][CH2:45][CH2:46][CH3:47])[CH2:48][CH2:49][CH2:50][CH3:51])=[O:52])=[N:4]1)=[O:11])=[N+:54]=[N-:55], predict the reactants needed to synthesize it. The reactants are: [Cl:1][C:2]1[C:3]([C:42](=[O:52])[N:43]([CH2:48][CH2:49][CH2:50][CH3:51])[CH2:44][CH2:45][CH2:46][CH3:47])=[N:4][N:5]([C:8]2[CH:16]=[CH:15][C:14]([C:17](=[O:41])[NH:18][S:19]([C:22]3[CH:31]=[CH:30][C:29]4[C:24](=[C:25]([O:32][CH2:33][CH2:34][N:35]5[CH2:40][CH2:39][O:38][CH2:37][CH2:36]5)[CH:26]=[CH:27][CH:28]=4)[CH:23]=3)(=[O:21])=[O:20])=[CH:13][C:9]=2[C:10](O)=[O:11])[C:6]=1[CH3:7].[N:53]([CH2:56][C@@H:57]1[CH2:66][C:65]2[C:60](=[CH:61][CH:62]=[CH:63][CH:64]=2)[CH2:59][NH:58]1)=[N+:54]=[N-:55]. (5) Given the product [NH:17]1[C:21]2=[N:22][C:23]([NH:26][C:27]3[CH:32]=[CH:31][C:30]([N:33]([S:34]([CH3:37])(=[O:35])=[O:36])[S:38]([CH3:41])(=[O:40])=[O:39])=[CH:29][CH:28]=3)=[N:24][CH:25]=[C:20]2[CH:19]=[N:18]1, predict the reactants needed to synthesize it. The reactants are: N1C2C=NC=NC=2C=N1.COC1C=CC(C[N:17]2[C:21]3=[N:22][C:23]([NH:26][C:27]4[CH:32]=[CH:31][C:30]([N:33]([S:38]([CH3:41])(=[O:40])=[O:39])[S:34]([CH3:37])(=[O:36])=[O:35])=[CH:29][CH:28]=4)=[N:24][CH:25]=[C:20]3[CH:19]=[N:18]2)=CC=1. (6) Given the product [CH2:1]([O:5][CH2:6][CH2:7][O:8][C:9]1[CH:10]=[CH:11][C:12]([C:15]2[CH:16]=[CH:17][C:18]3[N:24]([CH2:25][CH:26]([CH3:27])[CH3:28])[CH2:23][CH2:22][C:21]([C:29]([NH:42][C:43]4[CH:44]=[CH:45][C:46]5[N:50]=[C:49]([S:51][CH2:52][C:53]6[N:57]([CH2:58][CH2:59][CH3:60])[CH:56]=[N:55][CH:54]=6)[N:48]([CH3:61])[C:47]=5[CH:62]=4)=[O:30])=[CH:20][C:19]=3[CH:32]=2)=[CH:13][CH:14]=1)[CH2:2][CH2:3][CH3:4], predict the reactants needed to synthesize it. The reactants are: [CH2:1]([O:5][CH2:6][CH2:7][O:8][C:9]1[CH:14]=[CH:13][C:12]([C:15]2[CH:16]=[CH:17][C:18]3[N:24]([CH2:25][CH:26]([CH3:28])[CH3:27])[CH2:23][CH2:22][C:21]([C:29](O)=[O:30])=[CH:20][C:19]=3[CH:32]=2)=[CH:11][CH:10]=1)[CH2:2][CH2:3][CH3:4].CN(C=O)C.S(Cl)(Cl)=O.[NH2:42][C:43]1[CH:44]=[CH:45][C:46]2[N:50]=[C:49]([S:51][CH2:52][C:53]3[N:57]([CH2:58][CH2:59][CH3:60])[CH:56]=[N:55][CH:54]=3)[N:48]([CH3:61])[C:47]=2[CH:62]=1. (7) Given the product [CH:16]1([C:8]([OH:9])([C:10]2[CH:15]=[CH:14][CH:13]=[CH:12][CH:11]=2)[C:6]2[O:7][C:3]([CH2:2][N:33]([CH3:34])[CH2:32][CH2:31][CH2:30][CH2:29][CH2:28][CH2:27][CH2:26][CH2:25][CH2:24][OH:23])=[CH:4][N:5]=2)[CH2:21][CH2:20][CH2:19][CH2:18][CH2:17]1, predict the reactants needed to synthesize it. The reactants are: Br[CH2:2][C:3]1[O:7][C:6]([C:8]([CH:16]2[CH2:21][CH2:20][CH2:19][CH2:18][CH2:17]2)([C:10]2[CH:15]=[CH:14][CH:13]=[CH:12][CH:11]=2)[OH:9])=[N:5][CH:4]=1.[Br-].[OH:23][CH2:24][CH2:25][CH2:26][CH2:27][CH2:28][CH2:29][CH2:30][CH2:31][CH2:32][NH2+:33][CH3:34].C(N(CC)C(C)C)(C)C.C([O-])(O)=O.[Na+]. (8) Given the product [CH3:20][O:19][N:18]([CH3:17])[C:14]([C@H:12]1[CH2:13][C@@H:11]1[C:9]([O:8][CH3:7])=[O:10])=[O:16], predict the reactants needed to synthesize it. The reactants are: C(Cl)(=O)C(Cl)=O.[CH3:7][O:8][C:9]([C@H:11]1[CH2:13][C@@H:12]1[C:14]([OH:16])=O)=[O:10].[CH3:17][NH:18][O:19][CH3:20].N1C=CC=CC=1. (9) Given the product [CH:1]1([NH:8][C:9]2[N:14]3[N:15]=[C:16]([NH:18][C:25](=[O:26])[C:24]4[CH:28]=[CH:29][C:21]([CH2:20][N:30]5[CH2:35][CH2:34][O:33][CH2:32][CH2:31]5)=[CH:22][CH:23]=4)[N:17]=[C:13]3[CH:12]=[CH:11][CH:10]=2)[CH2:2][CH2:3][CH2:4][CH2:5][CH2:6][CH2:7]1, predict the reactants needed to synthesize it. The reactants are: [CH:1]1([NH:8][C:9]2[N:14]3[N:15]=[C:16]([NH2:18])[N:17]=[C:13]3[CH:12]=[CH:11][CH:10]=2)[CH2:7][CH2:6][CH2:5][CH2:4][CH2:3][CH2:2]1.Cl[CH2:20][C:21]1[CH:29]=[CH:28][C:24]([C:25](Cl)=[O:26])=[CH:23][CH:22]=1.[NH:30]1[CH2:35][CH2:34][O:33][CH2:32][CH2:31]1.